Dataset: Catalyst prediction with 721,799 reactions and 888 catalyst types from USPTO. Task: Predict which catalyst facilitates the given reaction. (1) Reactant: [Cl:1][C:2]1[CH:3]=[CH:4][C:5]([N+:19]([O-])=O)=[C:6]([CH:18]=1)[O:7][C:8]1[CH:17]=[CH:16][CH:15]=[CH:14][C:9]=1[C:10]([O:12][CH3:13])=[O:11].O.C(=O)(O)[O-]. Product: [NH2:19][C:5]1[CH:4]=[CH:3][C:2]([Cl:1])=[CH:18][C:6]=1[O:7][C:8]1[CH:17]=[CH:16][CH:15]=[CH:14][C:9]=1[C:10]([O:12][CH3:13])=[O:11]. The catalyst class is: 162. (2) The catalyst class is: 436. Reactant: [CH2:1]([NH2:4])[C:2]#[CH:3].C(N(CC)CC)C.[CH3:12][O:13][C:14]1[CH:33]=[CH:32][C:17]([C:18](Cl)([C:25]2[CH:30]=[CH:29][CH:28]=[CH:27][CH:26]=2)[C:19]2[CH:24]=[CH:23][CH:22]=[CH:21][CH:20]=2)=[CH:16][CH:15]=1.O. Product: [CH3:12][O:13][C:14]1[CH:33]=[CH:32][C:17]([C:18]([NH:4][CH2:1][C:2]#[CH:3])([C:25]2[CH:30]=[CH:29][CH:28]=[CH:27][CH:26]=2)[C:19]2[CH:24]=[CH:23][CH:22]=[CH:21][CH:20]=2)=[CH:16][CH:15]=1. (3) Reactant: C([N:8]1[C:20]2[C:19]([CH3:21])=[C:18]3[N:22](C(OC(C)(C)C)=O)[C:23]4[CH:24]=[CH:25][C:26]([F:29])=[CH:27][C:28]=4[C:17]3=[CH:16][C:15]=2[C:14]2[C:9]1=[CH:10][CH:11]=[C:12]([F:37])[CH:13]=2)(OC(C)(C)C)=O.FC(F)(F)C(O)=O. The catalyst class is: 4. Product: [F:29][C:26]1[CH:27]=[C:28]2[C:23](=[CH:24][CH:25]=1)[NH:22][C:18]1[C:19]([CH3:21])=[C:20]3[NH:8][C:9]4[CH:10]=[CH:11][C:12]([F:37])=[CH:13][C:14]=4[C:15]3=[CH:16][C:17]2=1. (4) Reactant: [C:1]([O:5][C:6]([N:8]1[CH2:13][CH2:12][CH:11]([CH2:14][N:15]([CH:19]2[CH2:28][CH2:27][C:26]3[C:21](=[CH:22][C:23]([OH:29])=[CH:24][CH:25]=3)[CH2:20]2)[CH2:16][CH2:17][CH3:18])[CH2:10][CH2:9]1)=[O:7])([CH3:4])([CH3:3])[CH3:2].C(N(CC)CC)C.[F:37][C:38]([F:44])([F:43])[S:39](Cl)(=[O:41])=[O:40].O. Product: [C:1]([O:5][C:6]([N:8]1[CH2:9][CH2:10][CH:11]([CH2:14][N:15]([CH2:16][CH2:17][CH3:18])[CH:19]2[CH2:28][CH2:27][C:26]3[C:21](=[CH:22][C:23]([O:29][S:39]([C:38]([F:44])([F:43])[F:37])(=[O:41])=[O:40])=[CH:24][CH:25]=3)[CH2:20]2)[CH2:12][CH2:13]1)=[O:7])([CH3:2])([CH3:3])[CH3:4]. The catalyst class is: 2.